This data is from Full USPTO retrosynthesis dataset with 1.9M reactions from patents (1976-2016). The task is: Predict the reactants needed to synthesize the given product. (1) Given the product [CH:1]([O:4][CH2:5][CH:6]([O:9][C:12](=[O:13])[C:11]([F:22])([F:21])[F:10])[CH2:7][CH3:8])([CH3:3])[CH3:2], predict the reactants needed to synthesize it. The reactants are: [CH:1]([O:4][CH2:5][CH:6]([OH:9])[CH2:7][CH3:8])([CH3:3])[CH3:2].[F:10][C:11]([F:22])([F:21])[C:12](O[C:12](=[O:13])[C:11]([F:22])([F:21])[F:10])=[O:13]. (2) Given the product [F:12][CH:13]1[CH2:17][CH2:16][N:15]([C:2]2[CH:7]=[CH:6][C:5]([N+:8]([O-:10])=[O:9])=[C:4]([CH3:11])[CH:3]=2)[CH2:14]1, predict the reactants needed to synthesize it. The reactants are: Cl[C:2]1[CH:7]=[CH:6][C:5]([N+:8]([O-:10])=[O:9])=[C:4]([CH3:11])[CH:3]=1.[F:12][CH:13]1[CH2:17][CH2:16][NH:15][CH2:14]1. (3) Given the product [CH2:1]([O:8][C:9](=[O:28])[NH:10][C@@H:11]([CH3:27])[CH2:12][N:13]1[C:21]2[C:16](=[CH:17][CH:18]=[C:19]3[O:24][C:23]([CH2:25][NH:26][C:39]([NH:38][CH2:36][CH3:37])=[O:40])=[CH:22][C:20]3=2)[CH:15]=[N:14]1)[C:2]1[CH:7]=[CH:6][CH:5]=[CH:4][CH:3]=1, predict the reactants needed to synthesize it. The reactants are: [CH2:1]([O:8][C:9](=[O:28])[NH:10][C@@H:11]([CH3:27])[CH2:12][N:13]1[C:21]2[C:16](=[CH:17][CH:18]=[C:19]3[O:24][C:23]([CH2:25][NH2:26])=[CH:22][C:20]3=2)[CH:15]=[N:14]1)[C:2]1[CH:7]=[CH:6][CH:5]=[CH:4][CH:3]=1.C(NC(C)C)(C)C.[CH2:36]([N:38]=[C:39]=[O:40])[CH3:37].CO. (4) Given the product [C:6]([C:5]1[CH:8]=[CH:9][C:2]([NH:12][C@H:13]2[CH2:18][CH2:17][C@H:16]([NH:19][C:20](=[O:26])[O:21][C:22]([CH3:24])([CH3:23])[CH3:25])[CH2:15][CH2:14]2)=[CH:3][C:4]=1[O:10][CH3:11])#[N:7], predict the reactants needed to synthesize it. The reactants are: Br[C:2]1[CH:9]=[CH:8][C:5]([C:6]#[N:7])=[C:4]([O:10][CH3:11])[CH:3]=1.[NH2:12][C@H:13]1[CH2:18][CH2:17][C@H:16]([NH:19][C:20](=[O:26])[O:21][C:22]([CH3:25])([CH3:24])[CH3:23])[CH2:15][CH2:14]1.CC(C)([O-])C.[Na+]. (5) Given the product [CH3:68][O:69][C:70]1[N:75]=[C:74]([NH:76][C:50]2[CH:51]=[CH:52][C:53]3[CH2:59][N:58]([CH3:60])[CH2:57][CH:56]([CH2:61][CH2:62][C:63]([F:66])([F:65])[F:64])[O:55][C:54]=3[N:67]=2)[CH:73]=[CH:72][C:71]=1[N:77]1[CH:81]=[C:80]([CH3:82])[N:79]=[CH:78]1, predict the reactants needed to synthesize it. The reactants are: CC1(C)C2C(=C(P(C3C=CC=CC=3)C3C=CC=CC=3)C=CC=2)OC2C(P(C3C=CC=CC=3)C3C=CC=CC=3)=CC=CC1=2.C(=O)([O-])[O-].[Cs+].[Cs+].Cl[C:50]1[CH:51]=[CH:52][C:53]2[CH2:59][N:58]([CH3:60])[CH2:57][CH:56]([CH2:61][CH2:62][C:63]([F:66])([F:65])[F:64])[O:55][C:54]=2[N:67]=1.[CH3:68][O:69][C:70]1[N:75]=[C:74]([NH2:76])[CH:73]=[CH:72][C:71]=1[N:77]1[CH:81]=[C:80]([CH3:82])[N:79]=[CH:78]1. (6) Given the product [N:11]1([CH2:22][CH:21]([C:24]2[CH:29]=[CH:28][C:27]([C:30]3[CH:31]=[N:32][NH:33][CH:34]=3)=[CH:26][CH:25]=2)[C:18]2[CH:19]=[CH:20][C:15]([Cl:14])=[CH:16][CH:17]=2)[CH2:10][CH2:13][CH2:12]1, predict the reactants needed to synthesize it. The reactants are: C(N1[CH2:13][CH2:12][NH:11][CH2:10]C1)(OC(C)(C)C)=O.[Cl:14][C:15]1[CH:20]=[CH:19][C:18]([CH:21]([C:24]2[CH:29]=[CH:28][C:27]([C:30]3[CH:31]=[N:32][NH:33][CH:34]=3)=[CH:26][CH:25]=2)[CH:22]=O)=[CH:17][CH:16]=1.N1CCC1. (7) Given the product [I-:17].[CH3:1][O:2][C:3]([C:5]1[CH:6]=[CH:7][C:8]([N+:11]2[CH:15]=[CH:14][N:13]([CH3:16])[CH:12]=2)=[CH:9][CH:10]=1)=[O:4], predict the reactants needed to synthesize it. The reactants are: [CH3:1][O:2][C:3]([C:5]1[CH:10]=[CH:9][C:8]([N:11]2[CH:15]=[CH:14][N:13]=[CH:12]2)=[CH:7][CH:6]=1)=[O:4].[CH3:16][I:17]. (8) Given the product [C:8]([NH:17][C:18]1[CH:27]=[CH:26][C:25]2[NH:24][C:23](=[O:28])[C:22]3[NH:29][CH:30]=[CH:31][C:21]=3[C:20]=2[CH:19]=1)(=[O:15])[C:9]1[CH:14]=[CH:13][CH:12]=[CH:11][CH:10]=1.[CH2:32]([C:34]([O-:36])=[O:35])[CH3:33], predict the reactants needed to synthesize it. The reactants are: C(N(CC)CC)C.[C:8](Cl)(=[O:15])[C:9]1[CH:14]=[CH:13][CH:12]=[CH:11][CH:10]=1.[NH2:17][C:18]1[CH:27]=[CH:26][C:25]2[NH:24][C:23](=[O:28])[C:22]3[NH:29][CH:30]=[CH:31][C:21]=3[C:20]=2[CH:19]=1.[CH2:32]([C:34]([O-:36])=[O:35])[CH3:33]. (9) Given the product [CH3:1][N:2]([CH2:4][C:5]1[C:13]2[O:12][N:11]=[C:10]([CH2:14][CH2:15][CH:16]3[CH2:17][CH2:18][N:19]([CH2:26][C:27]4[CH:32]=[CH:31][CH:30]=[CH:29][CH:28]=4)[CH2:20][CH2:21]3)[C:9]=2[CH:8]=[CH:7][C:6]=1[O:22][CH2:23][CH2:24][CH3:25])[CH3:3], predict the reactants needed to synthesize it. The reactants are: [CH3:1][N:2]([CH2:4][C:5]1[C:13]2[O:12][N:11]=[C:10]([CH2:14][CH2:15][CH:16]3[CH2:21][CH2:20][NH:19][CH2:18][CH2:17]3)[C:9]=2[CH:8]=[CH:7][C:6]=1[O:22][CH2:23][CH2:24][CH3:25])[CH3:3].[CH:26](=O)[C:27]1[CH:32]=[CH:31][CH:30]=[CH:29][CH:28]=1.C(O[BH-](OC(=O)C)OC(=O)C)(=O)C.[Na+].C(=O)(O)[O-].[Na+].